Dataset: Catalyst prediction with 721,799 reactions and 888 catalyst types from USPTO. Task: Predict which catalyst facilitates the given reaction. (1) Reactant: [CH2:1]([NH2:6])[CH2:2][CH2:3][CH2:4][CH3:5].[CH:7](=O)[C:8]1[CH:13]=[CH:12][CH:11]=[CH:10][CH:9]=1. Product: [CH:7](=[N:6][CH2:1][CH2:2][CH2:3][CH2:4][CH3:5])[C:8]1[CH:13]=[CH:12][CH:11]=[CH:10][CH:9]=1. The catalyst class is: 5. (2) Reactant: Br[C:2]1[CH:7]=[CH:6][C:5]([O:8][CH3:9])=[C:4]([O:10][CH3:11])[C:3]=1[O:12][CH2:13][CH:14]([CH3:16])[CH3:15].[Li]CCCC.[B:22](OC)([O:25]C)[O:23]C.[NH4+].[Cl-].Cl. Product: [CH3:11][O:10][C:4]1[C:3]([O:12][CH2:13][CH:14]([CH3:16])[CH3:15])=[C:2]([B:22]([OH:25])[OH:23])[CH:7]=[CH:6][C:5]=1[O:8][CH3:9]. The catalyst class is: 1. (3) Reactant: [C:1]([NH:5][C:6]([C:8]1[CH:9]=[C:10]([CH:34]=[CH:35][CH:36]=1)[O:11][C:12]1[CH:17]=[CH:16][C:15]([NH:18][C:19]2[C:29]3[CH:28]=[C:27]([C:30]([OH:32])=O)[CH2:26][CH2:25][NH:24][C:23]=3[N:22]=[CH:21][N:20]=2)=[CH:14][C:13]=1[Cl:33])=[O:7])([CH3:4])([CH3:3])[CH3:2].[NH2:37][C:38]([CH3:42])([CH3:41])[CH2:39][OH:40].Cl.C(N=C=NCCCN(C)C)C.O.ON1C2C=CC=CC=2N=N1. Product: [C:1]([NH:5][C:6]([C:8]1[CH:9]=[C:10]([CH:34]=[CH:35][CH:36]=1)[O:11][C:12]1[CH:17]=[CH:16][C:15]([NH:18][C:19]2[C:29]3[CH:28]=[C:27]([C:30]([NH:37][C:38]([CH3:42])([CH3:41])[CH2:39][OH:40])=[O:32])[CH2:26][CH2:25][NH:24][C:23]=3[N:22]=[CH:21][N:20]=2)=[CH:14][C:13]=1[Cl:33])=[O:7])([CH3:4])([CH3:3])[CH3:2]. The catalyst class is: 289. (4) Reactant: CC1C=CC(S(O)(=O)=O)=CC=1.[F:12][C:13]1[CH:18]=[CH:17][CH:16]=[C:15](O)[C:14]=1[NH:20][C:21]([C@@H:23]1[CH2:27][CH:26]([C:28]2[C:29]([N:48]([CH3:53])[S:49]([CH3:52])(=[O:51])=[O:50])=[CH:30][C:31]3[O:35][C:34]([C:36]4[CH:41]=[CH:40][C:39]([F:42])=[CH:38][CH:37]=4)=[C:33]([C:43](=[O:46])[NH:44][CH3:45])[C:32]=3[CH:47]=2)[CH2:25][N:24]1[CH3:54])=[O:22]. Product: [F:12][C:13]1[C:14]2[N:20]=[C:21]([C@H:23]3[N:24]([CH3:54])[CH2:25][CH:26]([C:28]4[C:29]([N:48]([CH3:53])[S:49]([CH3:52])(=[O:51])=[O:50])=[CH:30][C:31]5[O:35][C:34]([C:36]6[CH:37]=[CH:38][C:39]([F:42])=[CH:40][CH:41]=6)=[C:33]([C:43]([NH:44][CH3:45])=[O:46])[C:32]=5[CH:47]=4)[CH2:27]3)[O:22][C:15]=2[CH:16]=[CH:17][CH:18]=1. The catalyst class is: 11. (5) Reactant: C(O[BH-](OC(=O)C)OC(=O)C)(=O)C.[Na+].[Cl:15][C:16]1[CH:23]=[CH:22][CH:21]=[C:20]([O:24][CH3:25])[C:17]=1[CH:18]=O.Cl.Cl.[CH:28]([C@H:41]1[N:46]2[CH2:47][CH2:48][CH2:49][C@H:45]2[CH2:44][NH:43][CH2:42]1)([C:35]1[CH:40]=[CH:39][CH:38]=[CH:37][CH:36]=1)[C:29]1[CH:34]=[CH:33][CH:32]=[CH:31][CH:30]=1. Product: [CH:28]([C@H:41]1[N:46]2[CH2:47][CH2:48][CH2:49][C@H:45]2[CH2:44][N:43]([CH2:18][C:17]2[C:20]([O:24][CH3:25])=[CH:21][CH:22]=[CH:23][C:16]=2[Cl:15])[CH2:42]1)([C:29]1[CH:34]=[CH:33][CH:32]=[CH:31][CH:30]=1)[C:35]1[CH:36]=[CH:37][CH:38]=[CH:39][CH:40]=1. The catalyst class is: 9.